Dataset: NCI-60 drug combinations with 297,098 pairs across 59 cell lines. Task: Regression. Given two drug SMILES strings and cell line genomic features, predict the synergy score measuring deviation from expected non-interaction effect. (1) Cell line: SF-539. Synergy scores: CSS=-0.847, Synergy_ZIP=-4.80, Synergy_Bliss=-10.3, Synergy_Loewe=-51.8, Synergy_HSA=-14.8. Drug 1: CCCCCOC(=O)NC1=NC(=O)N(C=C1F)C2C(C(C(O2)C)O)O. Drug 2: C1=NC(=NC(=O)N1C2C(C(C(O2)CO)O)O)N. (2) Drug 1: C1=CC(=CC=C1C#N)C(C2=CC=C(C=C2)C#N)N3C=NC=N3. Drug 2: CN(CC1=CN=C2C(=N1)C(=NC(=N2)N)N)C3=CC=C(C=C3)C(=O)NC(CCC(=O)O)C(=O)O. Cell line: SF-539. Synergy scores: CSS=51.8, Synergy_ZIP=21.1, Synergy_Bliss=17.1, Synergy_Loewe=-7.14, Synergy_HSA=20.1. (3) Drug 1: C1=C(C(=O)NC(=O)N1)N(CCCl)CCCl. Drug 2: CS(=O)(=O)OCCCCOS(=O)(=O)C. Cell line: K-562. Synergy scores: CSS=40.6, Synergy_ZIP=-3.60, Synergy_Bliss=-0.378, Synergy_Loewe=-4.02, Synergy_HSA=-0.789. (4) Drug 1: COC1=NC(=NC2=C1N=CN2C3C(C(C(O3)CO)O)O)N. Drug 2: C1CN(CCN1C(=O)CCBr)C(=O)CCBr. Cell line: SF-268. Synergy scores: CSS=10.4, Synergy_ZIP=-1.77, Synergy_Bliss=2.83, Synergy_Loewe=-3.03, Synergy_HSA=0.279. (5) Drug 1: CC=C1C(=O)NC(C(=O)OC2CC(=O)NC(C(=O)NC(CSSCCC=C2)C(=O)N1)C(C)C)C(C)C. Drug 2: CC(C)(C#N)C1=CC(=CC(=C1)CN2C=NC=N2)C(C)(C)C#N. Cell line: HT29. Synergy scores: CSS=20.4, Synergy_ZIP=-2.29, Synergy_Bliss=0.743, Synergy_Loewe=-16.3, Synergy_HSA=1.08. (6) Drug 1: CCCS(=O)(=O)NC1=C(C(=C(C=C1)F)C(=O)C2=CNC3=C2C=C(C=N3)C4=CC=C(C=C4)Cl)F. Drug 2: C1=NC2=C(N=C(N=C2N1C3C(C(C(O3)CO)O)F)Cl)N. Cell line: MDA-MB-435. Synergy scores: CSS=24.2, Synergy_ZIP=-11.5, Synergy_Bliss=-5.84, Synergy_Loewe=-8.17, Synergy_HSA=-2.37. (7) Drug 1: CC12CCC(CC1=CCC3C2CCC4(C3CC=C4C5=CN=CC=C5)C)O. Drug 2: CC(C)NC(=O)C1=CC=C(C=C1)CNNC.Cl. Cell line: OVCAR-4. Synergy scores: CSS=8.45, Synergy_ZIP=-3.87, Synergy_Bliss=-4.42, Synergy_Loewe=-6.61, Synergy_HSA=-4.17. (8) Drug 1: CCC(=C(C1=CC=CC=C1)C2=CC=C(C=C2)OCCN(C)C)C3=CC=CC=C3.C(C(=O)O)C(CC(=O)O)(C(=O)O)O. Drug 2: C1CC(=O)NC(=O)C1N2C(=O)C3=CC=CC=C3C2=O. Cell line: OVCAR-8. Synergy scores: CSS=1.78, Synergy_ZIP=-0.441, Synergy_Bliss=0.561, Synergy_Loewe=0.107, Synergy_HSA=0.301. (9) Drug 1: CS(=O)(=O)OCCCCOS(=O)(=O)C. Drug 2: B(C(CC(C)C)NC(=O)C(CC1=CC=CC=C1)NC(=O)C2=NC=CN=C2)(O)O. Cell line: T-47D. Synergy scores: CSS=34.3, Synergy_ZIP=-1.48, Synergy_Bliss=-0.383, Synergy_Loewe=-58.8, Synergy_HSA=0.768. (10) Drug 1: CCN(CC)CCNC(=O)C1=C(NC(=C1C)C=C2C3=C(C=CC(=C3)F)NC2=O)C. Drug 2: N.N.Cl[Pt+2]Cl. Cell line: SF-295. Synergy scores: CSS=30.6, Synergy_ZIP=-1.48, Synergy_Bliss=1.25, Synergy_Loewe=-4.79, Synergy_HSA=-0.547.